This data is from Catalyst prediction with 721,799 reactions and 888 catalyst types from USPTO. The task is: Predict which catalyst facilitates the given reaction. (1) Reactant: Cl[C:2]1[C:7]([C:8](=[O:10])[CH3:9])=[CH:6][CH:5]=[CH:4][N:3]=1.O1CCOCC1.CC1(C)[C@]2(CS(O)(=O)=O)C(C[C@H]1CC2)=O.[NH2:32][C:33]1[CH:38]=[CH:37][CH:36]=[CH:35][CH:34]=1. Product: [C:33]1([NH:32][C:2]2[C:7]([C:8](=[O:10])[CH3:9])=[CH:6][CH:5]=[CH:4][N:3]=2)[CH:38]=[CH:37][CH:36]=[CH:35][CH:34]=1. The catalyst class is: 13. (2) Reactant: [CH3:1][N:2]1[C:10]2[C:5](=[N:6][CH:7]=[CH:8][CH:9]=2)[NH:4][C:3]1=[O:11].[N:12]([CH2:15][C:16]1[CH:21]=[CH:20][CH:19]=[CH:18][C:17]=1[CH3:22])=[C:13]=[O:14]. Product: [CH3:22][C:17]1[CH:18]=[CH:19][CH:20]=[CH:21][C:16]=1[CH2:15][NH:12][C:13]([N:4]1[C:5]2=[N:6][CH:7]=[CH:8][CH:9]=[C:10]2[N:2]([CH3:1])[C:3]1=[O:11])=[O:14]. The catalyst class is: 12. (3) Reactant: Br.Br[C:3]([Br:9])(Br)[C:4](Br)(Br)Br.C1(P(C2C=CC=CC=2)C2C=CC=CC=2)C=CC=CC=1.OC1C[CH2:34][CH:33]([CH:36]=[O:37])[CH2:32][CH2:31]1. Product: [Br:9][CH:3]1[CH2:31][CH2:32][CH:33]([CH:36]=[O:37])[CH2:34][CH2:4]1. The catalyst class is: 4. (4) Reactant: [S:1](=[O:5])(=[O:4])([OH:3])[OH:2].[CH:6]1([P:12]([CH:19]2[CH2:24][CH2:23][CH2:22][CH2:21][CH2:20]2)[CH:13]2[CH2:18][CH2:17][CH2:16][CH2:15][CH2:14]2)[CH2:11][CH2:10][CH2:9][CH2:8][CH2:7]1. Product: [S:1]([O-:5])([OH:4])(=[O:3])=[O:2].[CH:19]1([PH+:12]([CH:6]2[CH2:7][CH2:8][CH2:9][CH2:10][CH2:11]2)[CH:13]2[CH2:18][CH2:17][CH2:16][CH2:15][CH2:14]2)[CH2:20][CH2:21][CH2:22][CH2:23][CH2:24]1. The catalyst class is: 27. (5) Reactant: [NH2:1][C@H:2]([C:5]1[CH:10]=[CH:9][CH:8]=[CH:7][CH:6]=1)[CH2:3][OH:4].[C:11](O)(=[O:17])[CH2:12][CH2:13][CH2:14][CH:15]=[CH2:16]. Product: [OH:4][CH2:3][C@H:2]([NH:1][C:11](=[O:17])[CH2:12][CH2:13][CH2:14][CH:15]=[CH2:16])[C:5]1[CH:10]=[CH:9][CH:8]=[CH:7][CH:6]=1. The catalyst class is: 2. (6) Reactant: [C:1](/[CH:3]=[C:4](/[N:7]1[CH2:12][CH2:11][N:10]([C:13]([O:15][C:16]([CH3:19])([CH3:18])[CH3:17])=[O:14])[CH2:9][CH2:8]1)\SC)#[N:2].O.[NH2:21][NH2:22]. Product: [NH2:2][C:1]1[NH:22][N:21]=[C:4]([N:7]2[CH2:12][CH2:11][N:10]([C:13]([O:15][C:16]([CH3:19])([CH3:18])[CH3:17])=[O:14])[CH2:9][CH2:8]2)[CH:3]=1. The catalyst class is: 14.